This data is from Forward reaction prediction with 1.9M reactions from USPTO patents (1976-2016). The task is: Predict the product of the given reaction. (1) Given the reactants [F:1][C:2]1[C:11]2[O:10][CH2:9][CH:8]([NH:12][CH2:13][CH2:14][CH3:15])[CH2:7][C:6]=2[C:5]([C:16]([NH2:18])=[O:17])=[CH:4][CH:3]=1.C(=O)([O-])[O-].[K+].[K+].Cl[CH2:26][CH2:27][C:28]([C:30]1[C:34]2[CH:35]=[C:36]([F:39])[CH:37]=[CH:38][C:33]=2[S:32][CH:31]=1)=[O:29], predict the reaction product. The product is: [F:1][C:2]1[C:11]2[O:10][CH2:9][CH:8]([N:12]([CH2:26][CH2:27][C:28]([C:30]3[C:34]4[CH:35]=[C:36]([F:39])[CH:37]=[CH:38][C:33]=4[S:32][CH:31]=3)=[O:29])[CH2:13][CH2:14][CH3:15])[CH2:7][C:6]=2[C:5]([C:16]([NH2:18])=[O:17])=[CH:4][CH:3]=1. (2) Given the reactants CC1(C)C(C)(C)OB([C:9]2[CH:17]=[CH:16][CH:15]=[C:14]3[C:10]=2[CH:11]=[CH:12][NH:13]3)O1.Br[C:20]1[CH:25]=[CH:24][CH:23]=[CH:22][C:21]=1[F:26].[OH-].[Na+], predict the reaction product. The product is: [F:26][C:21]1[CH:22]=[CH:23][CH:24]=[CH:25][C:20]=1[C:9]1[CH:17]=[CH:16][CH:15]=[C:14]2[C:10]=1[CH:11]=[CH:12][NH:13]2. (3) Given the reactants [Cl-].O[NH3+:3].[C:4](=[O:7])([O-])[OH:5].[Na+].CS(C)=O.[CH2:13]([C:15]1[N:16]([C:40]2[CH:45]=[CH:44][C:43]([N:46]3[CH2:51][CH2:50][O:49][CH2:48][CH2:47]3)=[CH:42][CH:41]=2)[C:17](=[O:39])[C:18]([CH2:24][C:25]2[CH:30]=[CH:29][C:28]([C:31]3[C:32]([C:37]#[N:38])=[CH:33][CH:34]=[CH:35][CH:36]=3)=[CH:27][CH:26]=2)=[C:19]([CH2:21][CH2:22][CH3:23])[N:20]=1)[CH3:14], predict the reaction product. The product is: [CH2:13]([C:15]1[N:16]([C:40]2[CH:41]=[CH:42][C:43]([N:46]3[CH2:51][CH2:50][O:49][CH2:48][CH2:47]3)=[CH:44][CH:45]=2)[C:17](=[O:39])[C:18]([CH2:24][C:25]2[CH:26]=[CH:27][C:28]([C:31]3[CH:36]=[CH:35][CH:34]=[CH:33][C:32]=3[C:37]3[NH:3][C:4](=[O:7])[O:5][N:38]=3)=[CH:29][CH:30]=2)=[C:19]([CH2:21][CH2:22][CH3:23])[N:20]=1)[CH3:14]. (4) Given the reactants C(Br)C#C.BrC1C=CC(NCCC(F)(F)F)=C([N+]([O-])=O)C=1.[CH2:22]([N:29]([CH2:40][CH2:41][C:42](F)(F)F)[C:30]1[CH:35]=[CH:34][C:33]([Br:36])=[CH:32][C:31]=1[N+:37]([O-:39])=[O:38])[C:23]1[CH:28]=CC=C[CH:24]=1, predict the reaction product. The product is: [Br:36][C:33]1[CH:34]=[CH:35][C:30]([N:29]([CH2:22][CH:23]([CH3:28])[CH3:24])[CH2:40][C:41]#[CH:42])=[C:31]([N+:37]([O-:39])=[O:38])[CH:32]=1. (5) Given the reactants FC(F)(F)S(O[C:7]1[CH:24]=[CH:23][C:10]2[CH2:11][CH2:12][N:13]([C:16]([O:18][C:19]([CH3:22])([CH3:21])[CH3:20])=[O:17])[CH2:14][CH2:15][C:9]=2[CH:8]=1)(=O)=O.[CH3:27][C:28]1([CH3:44])[C:32]([CH3:34])([CH3:33])[O:31][B:30]([B:30]2[O:31][C:32]([CH3:34])([CH3:33])[C:28]([CH3:44])([CH3:27])[O:29]2)[O:29]1.C([O-])(=O)C.[K+].C(Cl)Cl, predict the reaction product. The product is: [CH3:27][C:28]1([CH3:44])[C:32]([CH3:34])([CH3:33])[O:31][B:30]([C:7]2[CH:24]=[CH:23][C:10]3[CH2:11][CH2:12][N:13]([C:16]([O:18][C:19]([CH3:22])([CH3:21])[CH3:20])=[O:17])[CH2:14][CH2:15][C:9]=3[CH:8]=2)[O:29]1. (6) Given the reactants [Cl:1][C:2]1[CH:7]=[CH:6][C:5]([S:8][CH2:9][CH2:10][C:11]([O:13][CH3:14])=[O:12])=[C:4]([NH:15][S:16]([C:19]2[CH:24]=[CH:23][C:22]([Cl:25])=[CH:21][C:20]=2[F:26])(=[O:18])=[O:17])[CH:3]=1.C1C=C(Cl)C=C(C(OO)=[O:35])C=1, predict the reaction product. The product is: [Cl:1][C:2]1[CH:7]=[CH:6][C:5]([S:8]([CH2:9][CH2:10][C:11]([O:13][CH3:14])=[O:12])=[O:35])=[C:4]([NH:15][S:16]([C:19]2[CH:24]=[CH:23][C:22]([Cl:25])=[CH:21][C:20]=2[F:26])(=[O:18])=[O:17])[CH:3]=1. (7) The product is: [Cl:1][C:2]1[N:7]=[C:6]([NH:10][C:11]2[CH:16]=[CH:15][CH:14]=[CH:13][CH:12]=2)[C:5]([F:9])=[CH:4][N:3]=1. Given the reactants [Cl:1][C:2]1[N:7]=[C:6](Cl)[C:5]([F:9])=[CH:4][N:3]=1.[NH2:10][C:11]1[CH:16]=[CH:15][CH:14]=[CH:13][CH:12]=1.C(N(C(C)C)C(C)C)C, predict the reaction product. (8) Given the reactants [F:1][CH:2]([F:38])[C:3]1[N:7]([C:8]2[N:13]=[C:12]([N:14]3[CH2:19][CH2:18][O:17][CH2:16][CH2:15]3)[N:11]=[C:10]([O:20][CH:21]3[CH2:26][CH2:25][N:24]([S:27]([CH:30]=[CH2:31])(=[O:29])=[O:28])[CH2:23][CH2:22]3)[N:9]=2)[C:6]2[CH:32]=[CH:33][CH:34]=[C:35]([O:36][CH3:37])[C:5]=2[N:4]=1.[CH3:39][S:40]([N:43]1[CH2:48][CH2:47][NH:46][CH2:45][CH2:44]1)(=[O:42])=[O:41], predict the reaction product. The product is: [F:38][CH:2]([F:1])[C:3]1[N:7]([C:8]2[N:9]=[C:10]([O:20][CH:21]3[CH2:22][CH2:23][N:24]([S:27]([CH2:30][CH2:31][N:46]4[CH2:47][CH2:48][N:43]([S:40]([CH3:39])(=[O:42])=[O:41])[CH2:44][CH2:45]4)(=[O:29])=[O:28])[CH2:25][CH2:26]3)[N:11]=[C:12]([N:14]3[CH2:15][CH2:16][O:17][CH2:18][CH2:19]3)[N:13]=2)[C:6]2[CH:32]=[CH:33][CH:34]=[C:35]([O:36][CH3:37])[C:5]=2[N:4]=1. (9) The product is: [OH:10][C:7]1[CH:6]=[CH:5][C:4]([C:2]([C:11]2[CH:16]=[CH:15][C:14]([OH:17])=[CH:13][CH:12]=2)([CH3:3])[CH3:1])=[CH:9][CH:8]=1.[C:18]1([OH:24])[CH:23]=[CH:22][CH:21]=[CH:20][CH:19]=1. Given the reactants [CH3:1][C:2]([C:11]1[CH:12]=[CH:13][C:14]([OH:17])=[CH:15][CH:16]=1)([C:4]1[CH:5]=[CH:6][C:7]([OH:10])=[CH:8][CH:9]=1)[CH3:3].[C:18]1([OH:24])[CH:23]=[CH:22][CH:21]=[CH:20][CH:19]=1, predict the reaction product. (10) Given the reactants [CH2:1]([NH:4][C:5](=[O:11])[O:6][C:7]([CH3:10])([CH3:9])[CH3:8])[CH:2]=[CH2:3].ClC1C=C(C=CC=1)C(OO)=[O:17], predict the reaction product. The product is: [O:17]1[CH2:3][CH:2]1[CH2:1][NH:4][C:5](=[O:11])[O:6][C:7]([CH3:10])([CH3:9])[CH3:8].